Dataset: Peptide-MHC class I binding affinity with 185,985 pairs from IEDB/IMGT. Task: Regression. Given a peptide amino acid sequence and an MHC pseudo amino acid sequence, predict their binding affinity value. This is MHC class I binding data. (1) The peptide sequence is ICPLGLLL. The MHC is Mamu-A01 with pseudo-sequence Mamu-A01. The binding affinity (normalized) is 0.557. (2) The peptide sequence is RSRPSGDLRQR. The MHC is Mamu-A01 with pseudo-sequence Mamu-A01. The binding affinity (normalized) is 0.121. (3) The binding affinity (normalized) is 0.597. The peptide sequence is VMAWRTIMAV. The MHC is HLA-A02:06 with pseudo-sequence HLA-A02:06.